The task is: Regression/Classification. Given a drug SMILES string, predict its absorption, distribution, metabolism, or excretion properties. Task type varies by dataset: regression for continuous measurements (e.g., permeability, clearance, half-life) or binary classification for categorical outcomes (e.g., BBB penetration, CYP inhibition). Dataset: cyp3a4_veith.. This data is from CYP3A4 inhibition data for predicting drug metabolism from PubChem BioAssay. (1) The compound is Cc1ccc2c(c1)-c1c(cnn1CC(=O)O)CO2. The result is 0 (non-inhibitor). (2) The molecule is N#CCSc1nc2ccc(N3CCCCC3)cc2c(=O)n1Cc1ccccc1. The result is 1 (inhibitor). (3) The drug is O=C(c1ccccc1)c1nn(-c2ccccc2)c(=O)cc1C(F)(F)F. The result is 0 (non-inhibitor). (4) The molecule is COc1ccc2[nH]cc(CCNc3nc(-c4ccc(N(C)C)cc4)nc4ccccc34)c2c1. The result is 1 (inhibitor). (5) The drug is N#C/C(=C\c1ccccc1)c1nc2ncccc2[nH]1. The result is 0 (non-inhibitor). (6) The drug is CCC#CCOCC(=O)Nc1ccccc1. The result is 0 (non-inhibitor). (7) The drug is O=[N+]([O-])c1ccc(/C=N/n2c(COc3ccccc3)n[nH]c2=S)cc1. The result is 1 (inhibitor). (8) The drug is C[N+]1(C)[C@H]2CC[C@H]1CC(OC(=O)[C@@H](CO)c1ccccc1)C2. The result is 0 (non-inhibitor). (9) The result is 0 (non-inhibitor). The molecule is C[C@@](N)(/C=C\c1ccccc1)C(=O)O. (10) The compound is OCCN(Cc1ccccc1)Cc1cccc(Cl)c1Cl. The result is 0 (non-inhibitor).